This data is from Reaction yield outcomes from USPTO patents with 853,638 reactions. The task is: Predict the reaction yield, written as a fraction of the theoretical maximum amount of product (1.0 means a 100% yield; for example, 0.34 means a 34% yield). (1) The reactants are [C:1]([O:5][C:6]([NH:8][NH2:9])=[O:7])([CH3:4])([CH3:3])[CH3:2].[OH-].[K+].Br[CH2:13][CH2:14][CH2:15][O:16][CH3:17].[C:18]1(C)[CH:23]=CC=C[CH:19]=1. The catalyst is S([O-])(O)(=O)=O.C([N+](CCCC)(CCCC)CCCC)CCC. The product is [C:1]([O:5][C:6]([N:8]([CH2:13][CH2:14][CH2:15][O:16][CH3:17])[N:9]=[C:18]([CH3:23])[CH3:19])=[O:7])([CH3:4])([CH3:3])[CH3:2]. The yield is 0.980. (2) The reactants are [F:1][C:2]1[CH:7]=[CH:6][C:5]([CH:8]2[CH2:13][CH2:12][CH2:11][CH2:10][C:9]2=[O:14])=[CH:4][CH:3]=1.[C:15](Cl)([N:17]=[C:18]=[O:19])=[O:16]. No catalyst specified. The product is [F:1][C:2]1[CH:3]=[CH:4][C:5]([CH:8]2[C:9]3[O:14][C:18](=[O:19])[NH:17][C:15](=[O:16])[C:10]=3[CH2:11][CH2:12][CH2:13]2)=[CH:6][CH:7]=1.[F:1][C:2]1[CH:3]=[CH:4][C:5]([C:8]23[CH2:13][CH2:12][CH2:11][CH:10]=[C:9]2[O:14][C:18](=[O:19])[NH:17][C:15]3=[O:16])=[CH:6][CH:7]=1. The yield is 0.196. (3) The reactants are [N:1]([CH2:4][CH2:5][O:6][C@@H:7]([C:21]1[CH:26]=[CH:25][CH:24]=[C:23]([Cl:27])[CH:22]=1)[C@@H:8]1[CH2:13][CH2:12][CH2:11][N:10]([C:14]([O:16][C:17]([CH3:20])([CH3:19])[CH3:18])=[O:15])[CH2:9]1)=[N+]=[N-].C1(P(C2C=CC=CC=2)C2C=CC=CC=2)C=CC=CC=1. The catalyst is C1COCC1.O. The product is [NH2:1][CH2:4][CH2:5][O:6][C@@H:7]([C:21]1[CH:26]=[CH:25][CH:24]=[C:23]([Cl:27])[CH:22]=1)[C@@H:8]1[CH2:13][CH2:12][CH2:11][N:10]([C:14]([O:16][C:17]([CH3:20])([CH3:18])[CH3:19])=[O:15])[CH2:9]1. The yield is 0.750. (4) The reactants are [O:1]1[CH2:5][CH2:4][N:3]=[C:2]1[C:6]1[CH:7]=[CH:8][C:9]([O:14][CH:15]([CH3:17])[CH3:16])=[C:10]([CH:13]=1)[C:11]#[N:12].[Br:18]NC(=O)CCC(N)=O. The catalyst is C(Cl)(Cl)(Cl)Cl. The product is [Br:18][C:5]1[O:1][C:2]([C:6]2[CH:7]=[CH:8][C:9]([O:14][CH:15]([CH3:17])[CH3:16])=[C:10]([CH:13]=2)[C:11]#[N:12])=[N:3][CH:4]=1. The yield is 0.550. (5) The reactants are [CH2:1]([N:8]1[CH2:13][CH2:12][NH:11][CH2:10][CH2:9]1)[C:2]1[CH:7]=[CH:6][CH:5]=[CH:4][CH:3]=1.Cl[C:15]1[N:20]=[C:19]([N:21]2[CH2:30][CH2:29][C:24]3([O:28][CH2:27][CH2:26][O:25]3)[CH2:23][CH2:22]2)[CH:18]=[C:17]([Cl:31])[N:16]=1.C(NC(C)C)(C)C. The catalyst is O1CCCC1. The product is [CH2:1]([N:8]1[CH2:13][CH2:12][N:11]([C:15]2[N:20]=[C:19]([N:21]3[CH2:30][CH2:29][C:24]4([O:25][CH2:26][CH2:27][O:28]4)[CH2:23][CH2:22]3)[CH:18]=[C:17]([Cl:31])[N:16]=2)[CH2:10][CH2:9]1)[C:2]1[CH:3]=[CH:4][CH:5]=[CH:6][CH:7]=1. The yield is 0.840. (6) The reactants are Br.[Br:2][CH2:3][CH2:4][NH2:5].[OH-].[Na+].Cl[C:9]([O:11][CH2:12][C:13]1[CH:18]=[CH:17][CH:16]=[CH:15][CH:14]=1)=[O:10].O. The catalyst is O1CCOCC1. The product is [Br:2][CH2:3][CH2:4][NH:5][C:9](=[O:10])[O:11][CH2:12][C:13]1[CH:18]=[CH:17][CH:16]=[CH:15][CH:14]=1. The yield is 0.950. (7) The reactants are [CH3:1][O:2][C:3]1[CH:4]=[C:5]2[C:10](=[CH:11][C:12]=1[O:13][CH3:14])[N:9]=[CH:8][CH:7]=[C:6]2[O:15][C:16]1[C:25]([F:26])=[CH:24][C:19]2[N:20]=[C:21]([NH2:23])[S:22][C:18]=2[CH:17]=1.CCN(CC)CC.[C:34]1([CH2:40][C:41](Cl)=[O:42])[CH:39]=[CH:38][CH:37]=[CH:36][CH:35]=1.C1COCC1. The catalyst is C(C#N)(C)=O. The product is [CH3:1][O:2][C:3]1[CH:4]=[C:5]2[C:10](=[CH:11][C:12]=1[O:13][CH3:14])[N:9]=[CH:8][CH:7]=[C:6]2[O:15][C:16]1[C:25]([F:26])=[CH:24][C:19]2[N:20]=[C:21]([NH:23][C:41](=[O:42])[CH2:40][C:34]3[CH:39]=[CH:38][CH:37]=[CH:36][CH:35]=3)[S:22][C:18]=2[CH:17]=1. The yield is 0.590.